Dataset: Catalyst prediction with 721,799 reactions and 888 catalyst types from USPTO. Task: Predict which catalyst facilitates the given reaction. (1) Reactant: CCOC(/N=N/C(OCC)=O)=O.[CH2:13]([O:15][C:16]([C:18]1[NH:19][C:20]2[C:25]([CH:26]=1)=[C:24]([OH:27])[CH:23]=[CH:22][CH:21]=2)=[O:17])[CH3:14].C1(P(C2C=CC=CC=2)C2C=CC=CC=2)C=CC=CC=1.[O:47]1[CH:51]=[CH:50][C:49]([CH2:52]O)=[CH:48]1. Product: [CH2:13]([O:15][C:16]([C:18]1[NH:19][C:20]2[C:25]([CH:26]=1)=[C:24]([O:27][CH2:52][C:49]1[CH:50]=[CH:51][O:47][CH:48]=1)[CH:23]=[CH:22][CH:21]=2)=[O:17])[CH3:14]. The catalyst class is: 1. (2) Reactant: [CH3:1][O:2][C:3]([C:5]1[S:14][C:8]2[N:9]=[CH:10][N:11]=[C:12](Cl)[C:7]=2[C:6]=1[CH3:15])=[O:4].[F:16][C:17]1[CH:23]=[CH:22][C:20]([NH2:21])=[C:19]([O:24][C@@H:25]2[CH2:29][CH2:28][O:27][CH2:26]2)[CH:18]=1.C1(C)C=CC(S(O)(=O)=O)=CC=1. Product: [F:16][C:17]1[CH:23]=[CH:22][C:20]([NH:21][C:12]2[C:7]3[C:6]([CH3:15])=[C:5]([C:3]([O:2][CH3:1])=[O:4])[S:14][C:8]=3[N:9]=[CH:10][N:11]=2)=[C:19]([O:24][C@@H:25]2[CH2:29][CH2:28][O:27][CH2:26]2)[CH:18]=1. The catalyst class is: 12.